From a dataset of Peptide-MHC class II binding affinity with 134,281 pairs from IEDB. Regression. Given a peptide amino acid sequence and an MHC pseudo amino acid sequence, predict their binding affinity value. This is MHC class II binding data. (1) The peptide sequence is IDSSYFANVLAKKMP. The MHC is DRB4_0101 with pseudo-sequence DRB4_0103. The binding affinity (normalized) is 0.429. (2) The peptide sequence is FLRIVQCRSVEGSCG. The MHC is DRB1_0405 with pseudo-sequence DRB1_0405. The binding affinity (normalized) is 0.515. (3) The peptide sequence is TFTVQKGSDPKKLVL. The MHC is DRB1_0101 with pseudo-sequence DRB1_0101. The binding affinity (normalized) is 0.527. (4) The peptide sequence is LSPISNMVSMANNHV. The MHC is HLA-DPA10201-DPB10501 with pseudo-sequence HLA-DPA10201-DPB10501. The binding affinity (normalized) is 0.0503. (5) The binding affinity (normalized) is 0.125. The peptide sequence is TLYGPQLSQKIVQIN. The MHC is HLA-DQA10101-DQB10501 with pseudo-sequence HLA-DQA10101-DQB10501. (6) The peptide sequence is EIDSADKSGCIHNHD. The MHC is DRB4_0101 with pseudo-sequence DRB4_0103. The binding affinity (normalized) is 0.0928. (7) The peptide sequence is GVLYVGSKTKEGVVH. The MHC is DRB1_0901 with pseudo-sequence DRB1_0901. The binding affinity (normalized) is 0.406. (8) The peptide sequence is PVSQMRMATPLLMRPM. The MHC is H-2-IAb with pseudo-sequence H-2-IAb. The binding affinity (normalized) is 0.570.